From a dataset of Cav3 T-type calcium channel HTS with 100,875 compounds. Binary Classification. Given a drug SMILES string, predict its activity (active/inactive) in a high-throughput screening assay against a specified biological target. (1) The drug is Brc1c(c(c(c(C(OC2CCN(CC2)C)=O)c1)C)C)C. The result is 0 (inactive). (2) The molecule is O=C(NC(CC(O)=O)c1ccc(OCCC)cc1)C12CC3CC(C2)CC(C1)C3. The result is 0 (inactive). (3) The compound is O=c1n(ncn2c1ccc2)CC(OC)=O. The result is 0 (inactive). (4) The drug is s1c(c(nc1NC(=O)c1occc1)c1cc2CC(N(C(=O)C3CC3)c2cc1)C)C. The result is 0 (inactive). (5) The drug is O(CCNC(=O)c1cc(OC)cc(OC)c1)c1ccccc1. The result is 0 (inactive).